Dataset: Reaction yield outcomes from USPTO patents with 853,638 reactions. Task: Predict the reaction yield, written as a fraction of the theoretical maximum amount of product (1.0 means a 100% yield; for example, 0.34 means a 34% yield). (1) The reactants are Cl.[N:2]1([C@H:8]2[CH2:13][CH2:12][C@H:11]([C:14]([OH:16])=O)[CH2:10][CH2:9]2)[CH2:7][CH2:6][CH2:5][CH2:4][CH2:3]1.Cl.Cl.[Cl:19][C:20]1[N:25]=[C:24]2[N:26]([CH2:29][C:30]3[CH:35]=[CH:34][CH:33]=[C:32]([O:36][CH2:37][CH3:38])[CH:31]=3)[N:27]=[CH:28][C:23]2=[C:22]([N:39]2[CH2:44][CH2:43][NH:42][CH2:41][CH2:40]2)[N:21]=1.ON1C2C=CC=CC=2N=N1.Cl.C(N=C=NCCCN(C)C)C. The catalyst is C(N(CC)CC)C.C(Cl)(Cl)Cl. The product is [Cl:19][C:20]1[N:25]=[C:24]2[N:26]([CH2:29][C:30]3[CH:35]=[CH:34][CH:33]=[C:32]([O:36][CH2:37][CH3:38])[CH:31]=3)[N:27]=[CH:28][C:23]2=[C:22]([N:39]2[CH2:40][CH2:41][N:42]([C:14]([C@H:11]3[CH2:10][CH2:9][C@H:8]([N:2]4[CH2:3][CH2:4][CH2:5][CH2:6][CH2:7]4)[CH2:13][CH2:12]3)=[O:16])[CH2:43][CH2:44]2)[N:21]=1. The yield is 0.710. (2) The reactants are C1(P(=[O:20])(C2C=CC=CC=2)C2C=CC=CC=2)C=CC=CC=1.FC(F)(F)S(OS(C(F)(F)F)(=O)=O)(=O)=O.C([S:43][CH:44]([CH2:73][N:74]1[CH2:79][CH2:78][S:77][CH2:76][CH2:75]1)[CH2:45][NH:46][C:47]([C:49]1[NH:50][C:51]2[C:56]([CH:57]=1)=[CH:55][C:54]([O:58][CH2:59][CH2:60][O:61][CH3:62])=[CH:53][C:52]=2[NH:63][S:64]([C:67]1[CH:72]=[CH:71][CH:70]=[CH:69][N:68]=1)(=[O:66])=[O:65])=O)C1C=CC=CC=1.C1(SC)C=CC=CC=1.OOS([O-])=O.[K+].S([O-])([O-])=O.[Na+].[Na+]. The catalyst is ClCCl.O1CCCC1.O.C(O)C. The yield is 0.0610. The product is [CH3:62][O:61][CH2:60][CH2:59][O:58][C:54]1[CH:55]=[C:56]2[C:51](=[C:52]([NH:63][S:64]([C:67]3[CH:72]=[CH:71][CH:70]=[CH:69][N:68]=3)(=[O:66])=[O:65])[CH:53]=1)[NH:50][C:49]([C:47]1[S:43][CH:44]([CH2:73][N:74]3[CH2:75][CH2:76][S:77](=[O:20])[CH2:78][CH2:79]3)[CH2:45][N:46]=1)=[CH:57]2. (3) The reactants are C([O:3][C:4]([C:6]1[CH:7]=[C:8]2[C:13](=[CH:14][CH:15]=1)[NH:12][CH:11]([C:16]1[CH:21]=[C:20]([N:22]3[CH2:27][CH2:26][N:25]([CH:28]([CH3:30])[CH3:29])[CH2:24][CH2:23]3)[CH:19]=[C:18]([F:31])[CH:17]=1)[C:10]([CH3:33])([CH3:32])[CH2:9]2)=[O:5])C.O.[OH-].[Li+].O.Cl. The catalyst is CO.O1CCCC1. The product is [F:31][C:18]1[CH:17]=[C:16]([CH:11]2[C:10]([CH3:32])([CH3:33])[CH2:9][C:8]3[C:13](=[CH:14][CH:15]=[C:6]([C:4]([OH:5])=[O:3])[CH:7]=3)[NH:12]2)[CH:21]=[C:20]([N:22]2[CH2:23][CH2:24][N:25]([CH:28]([CH3:30])[CH3:29])[CH2:26][CH2:27]2)[CH:19]=1. The yield is 0.350.